This data is from Full USPTO retrosynthesis dataset with 1.9M reactions from patents (1976-2016). The task is: Predict the reactants needed to synthesize the given product. Given the product [Cl:27][C:4]1[CH:3]=[C:2]([CH3:1])[C:11]2[C:6](=[C:7]([C:12]3[CH:17]=[CH:16][C:15]([C:18]4[CH:19]=[N:20][N:21]([CH3:23])[CH:22]=4)=[CH:14][CH:13]=3)[CH:8]=[N:9][CH:10]=2)[N:5]=1, predict the reactants needed to synthesize it. The reactants are: [CH3:1][C:2]1[C:11]2[C:6](=[C:7]([C:12]3[CH:17]=[CH:16][C:15]([C:18]4[CH:19]=[N:20][N:21]([CH3:23])[CH:22]=4)=[CH:14][CH:13]=3)[CH:8]=[N:9][CH:10]=2)[NH:5][C:4](=O)[CH:3]=1.P(Cl)(Cl)([Cl:27])=O.CN(C=O)C.